From a dataset of Full USPTO retrosynthesis dataset with 1.9M reactions from patents (1976-2016). Predict the reactants needed to synthesize the given product. (1) Given the product [CH2:26]([C:25]([C:23]1[N:3]=[N:2][N:1]([CH2:4][C:5]2[CH:14]=[C:13]3[C:8]([C:9]([C:16]4[CH:21]=[CH:20][CH:19]=[C:18]([CH3:22])[CH:17]=4)=[CH:10][C:11](=[O:15])[O:12]3)=[CH:7][CH:6]=2)[CH:24]=1)([OH:30])[CH2:28][CH3:29])[CH3:27], predict the reactants needed to synthesize it. The reactants are: [N:1]([CH2:4][C:5]1[CH:14]=[C:13]2[C:8]([C:9]([C:16]3[CH:21]=[CH:20][CH:19]=[C:18]([CH3:22])[CH:17]=3)=[CH:10][C:11](=[O:15])[O:12]2)=[CH:7][CH:6]=1)=[N+:2]=[N-:3].[CH2:23]([C:25]([OH:30])([CH2:28][CH3:29])[C:26]#[CH:27])[CH3:24].C1COCC1. (2) Given the product [C:1]([C:6]1[S:10][C:9]([CH2:11][CH3:12])=[C:8]([CH:13]([NH:20][C:21]2[CH:29]=[CH:28][C:24]([C:25]([N:31]([CH3:30])[CH2:32][CH2:33][C:34]([OH:36])=[O:35])=[O:26])=[CH:23][CH:22]=2)[CH:14]2[CH2:19][CH2:18][CH2:17][CH2:16][CH2:15]2)[CH:7]=1)(=[O:5])[CH2:2][CH2:3][CH3:4], predict the reactants needed to synthesize it. The reactants are: [C:1]([C:6]1[S:10][C:9]([CH2:11][CH3:12])=[C:8]([CH:13]([NH:20][C:21]2[CH:29]=[CH:28][C:24]([C:25](O)=[O:26])=[CH:23][CH:22]=2)[CH:14]2[CH2:19][CH2:18][CH2:17][CH2:16][CH2:15]2)[CH:7]=1)(=[O:5])[CH2:2][CH2:3][CH3:4].[CH3:30][NH:31][CH2:32][CH2:33][C:34]([O:36]CC)=[O:35].O.ON1C2C=CC=CC=2N=N1.Cl.C(N=C=NCCCN(C)C)C.Cl.[OH-].[Na+].